From a dataset of Catalyst prediction with 721,799 reactions and 888 catalyst types from USPTO. Predict which catalyst facilitates the given reaction. (1) Reactant: Br[CH2:2][C:3]1[CH:8]=[CH:7][C:6]([C:9]2[CH:14]=[C:13]([N:15]([CH2:22][CH3:23])[CH:16]3[CH2:21][CH2:20][O:19][CH2:18][CH2:17]3)[C:12]([CH3:24])=[C:11]([C:25]([NH:27][CH2:28][C:29]3[C:30](=[O:37])[NH:31][C:32]([CH3:36])=[CH:33][C:34]=3[CH3:35])=[O:26])[CH:10]=2)=[CH:5][CH:4]=1.[NH:38]1[CH2:43][CH2:42][O:41][CH2:40][C:39]1=[O:44].[H-].[Na+]. Product: [CH3:35][C:34]1[CH:33]=[C:32]([CH3:36])[NH:31][C:30](=[O:37])[C:29]=1[CH2:28][NH:27][C:25]([C:11]1[CH:10]=[C:9]([C:6]2[CH:7]=[CH:8][C:3]([CH2:2][N:38]3[CH2:43][CH2:42][O:41][CH2:40][C:39]3=[O:44])=[CH:4][CH:5]=2)[CH:14]=[C:13]([N:15]([CH2:22][CH3:23])[CH:16]2[CH2:17][CH2:18][O:19][CH2:20][CH2:21]2)[C:12]=1[CH3:24])=[O:26]. The catalyst class is: 3. (2) Reactant: [Cl:1][C:2]1[N:10]=[CH:9][CH:8]=[CH:7][C:3]=1[C:4]([OH:6])=[O:5].S(=O)(=O)(O)O.O.[C:17]([O-])(O)=O.[Na+]. Product: [Cl:1][C:2]1[N:10]=[CH:9][CH:8]=[CH:7][C:3]=1[C:4]([O:6][CH3:17])=[O:5]. The catalyst class is: 5. (3) Reactant: C([Mg]Cl)(C)C.[CH:6]1([NH2:9])[CH2:8][CH2:7]1.[F:10][C:11]1[CH:20]=[C:19]([CH3:21])[C:18]([N:22]2[CH:27]=[CH:26][N:25]=[C:24]([NH:28][C:29]3([C:32]4[CH:37]=[CH:36][CH:35]=[CH:34][C:33]=4[OH:38])[CH2:31][CH2:30]3)[C:23]2=[O:39])=[CH:17][C:12]=1[C:13](OC)=[O:14].Cl. Product: [CH:6]1([NH:9][C:13](=[O:14])[C:12]2[CH:17]=[C:18]([N:22]3[CH:27]=[CH:26][N:25]=[C:24]([NH:28][C:29]4([C:32]5[CH:37]=[CH:36][CH:35]=[CH:34][C:33]=5[OH:38])[CH2:31][CH2:30]4)[C:23]3=[O:39])[C:19]([CH3:21])=[CH:20][C:11]=2[F:10])[CH2:8][CH2:7]1. The catalyst class is: 20. (4) The catalyst class is: 277. Product: [CH2:1]([O:8][C@@H:9]1[C@@H:18]([O:19][CH2:20][C:21]2[CH:22]=[CH:23][CH:24]=[CH:25][CH:26]=2)[C@H:17]([O:27][C@@H:28]2[O:57][C@H:56]([CH:58]([S:75]([C:72]3[C:73]([CH3:81])=[CH:74][CH:69]=[CH:70][CH:71]=3)(=[O:76])=[O:77])[OH:59])[C@@H:47]([O:48][CH2:49][C:50]3[CH:51]=[CH:52][CH:53]=[CH:54][CH:55]=3)[C@H:38]([O:39][CH2:40][C:41]3[CH:42]=[CH:43][CH:44]=[CH:45][CH:46]=3)[C@H:29]2[O:30][CH2:31][C:32]2[CH:37]=[CH:36][CH:35]=[CH:34][CH:33]=2)[C@@H:16]([CH2:60][O:61][CH2:62][C:63]2[CH:64]=[CH:65][CH:66]=[CH:67][CH:68]=2)[O:15][CH:10]1[O:11][CH2:12][CH:13]=[CH2:14])[C:2]1[CH:7]=[CH:6][CH:5]=[CH:4][CH:3]=1. Reactant: [CH2:1]([O:8][C@@H:9]1[C@@H:18]([O:19][CH2:20][C:21]2[CH:26]=[CH:25][CH:24]=[CH:23][CH:22]=2)[C@H:17]([O:27][C@@H:28]2[O:57][C@H:56]([CH2:58][OH:59])[C@@H:47]([O:48][CH2:49][C:50]3[CH:55]=[CH:54][CH:53]=[CH:52][CH:51]=3)[C@H:38]([O:39][CH2:40][C:41]3[CH:46]=[CH:45][CH:44]=[CH:43][CH:42]=3)[C@H:29]2[O:30][CH2:31][C:32]2[CH:37]=[CH:36][CH:35]=[CH:34][CH:33]=2)[C@@H:16]([CH2:60][O:61][CH2:62][C:63]2[CH:68]=[CH:67][CH:66]=[CH:65][CH:64]=2)[O:15][CH:10]1[O:11][CH2:12][CH:13]=[CH2:14])[C:2]1[CH:7]=[CH:6][CH:5]=[CH:4][CH:3]=1.[C:69]1(C)[CH:74]=[CH:73][C:72]([S:75](Cl)(=[O:77])=[O:76])=[CH:71][CH:70]=1.N1C=CC=C[CH:81]=1. (5) Reactant: [CH3:1][C:2]([CH3:16])([O:4][C:5]([N:7]1[CH2:12][CH2:11][CH:10]([C:13]([OH:15])=O)[CH2:9][CH2:8]1)=[O:6])[CH3:3].[CH3:17][N:18]1[CH2:23][CH2:22][NH:21][CH2:20][CH2:19]1.CN(C(ON1N=NC2C=CC=CC1=2)=[N+](C)C)C.[B-](F)(F)(F)F.N. Product: [CH3:16][C:2]([CH3:1])([O:4][C:5]([N:7]1[CH2:8][CH2:9][CH:10]([C:13]([N:21]2[CH2:22][CH2:23][N:18]([CH3:17])[CH2:19][CH2:20]2)=[O:15])[CH2:11][CH2:12]1)=[O:6])[CH3:3]. The catalyst class is: 98. (6) Reactant: [CH2:1]([N:8]1[CH2:13][CH2:12][N:11](C(OC(C)(C)C)=O)[C@H:10]([CH2:21][C:22]2[CH:27]=[CH:26][C:25]([C:28]#[N:29])=[CH:24][CH:23]=2)[CH2:9]1)[C:2]1[CH:7]=[CH:6][CH:5]=[CH:4][CH:3]=1.C(O)(C(F)(F)F)=O. The catalyst class is: 4. Product: [CH2:1]([N:8]1[CH2:13][CH2:12][NH:11][C@H:10]([CH2:21][C:22]2[CH:23]=[CH:24][C:25]([C:28]#[N:29])=[CH:26][CH:27]=2)[CH2:9]1)[C:2]1[CH:3]=[CH:4][CH:5]=[CH:6][CH:7]=1. (7) Reactant: [N+:1]([C:4]1[CH:5]=[C:6]([OH:13])[CH:7]=[CH:8][C:9]=1[N+:10]([O-:12])=[O:11])([O-:3])=[O:2].[F:14][C:15]1[CH:22]=[CH:21][C:18]([CH2:19]Cl)=[CH:17][CH:16]=1.C(=O)([O-])[O-].[K+].[K+]. Product: [F:14][C:15]1[CH:22]=[CH:21][C:18]([CH2:19][O:13][C:6]2[CH:7]=[CH:8][C:9]([N+:10]([O-:12])=[O:11])=[C:4]([N+:1]([O-:3])=[O:2])[CH:5]=2)=[CH:17][CH:16]=1. The catalyst class is: 9.